Dataset: Full USPTO retrosynthesis dataset with 1.9M reactions from patents (1976-2016). Task: Predict the reactants needed to synthesize the given product. (1) Given the product [CH3:4][C:5]1[O:9][C:8]([C:10]([NH2:13])=[NH:11])=[CH:7][CH:6]=1, predict the reactants needed to synthesize it. The reactants are: C[O-].[Na+].[CH3:4][C:5]1[O:9][C:8]([C:10]#[N:11])=[CH:7][CH:6]=1.[Cl-].[NH4+:13]. (2) Given the product [N:15]1[CH:16]=[CH:17][CH:18]=[C:13]([C:10]2[N:9]=[C:8]([C:4]3[CH:3]=[C:2]([N:22]4[CH2:21][CH2:20][N:19]([C:25]([O:27][C:28]([CH3:31])([CH3:30])[CH3:29])=[O:26])[CH2:24][CH2:23]4)[CH:7]=[CH:6][CH:5]=3)[O:12][N:11]=2)[CH:14]=1, predict the reactants needed to synthesize it. The reactants are: Br[C:2]1[CH:3]=[C:4]([C:8]2[O:12][N:11]=[C:10]([C:13]3[CH:14]=[N:15][CH:16]=[CH:17][CH:18]=3)[N:9]=2)[CH:5]=[CH:6][CH:7]=1.[N:19]1([C:25]([O:27][C:28]([CH3:31])([CH3:30])[CH3:29])=[O:26])[CH2:24][CH2:23][NH:22][CH2:21][CH2:20]1.CC(C)([O-])C.[Na+].C1(P(C2C=CC=CC=2)C2C3OC4C(=CC=CC=4P(C4C=CC=CC=4)C4C=CC=CC=4)C(C)(C)C=3C=CC=2)C=CC=CC=1. (3) Given the product [OH:5][B:4]([OH:3])[C:9]1[CH:10]=[C:11]2[C:15](=[CH:16][CH:17]=1)[N:14]([S:18]([C:21]1[CH:28]=[CH:27][C:24]([C:25]#[N:26])=[CH:23][CH:22]=1)(=[O:20])=[O:19])[CH2:13][CH2:12]2, predict the reactants needed to synthesize it. The reactants are: CC1(C)C(C)(C)[O:5][B:4]([C:9]2[CH:10]=[C:11]3[C:15](=[CH:16][CH:17]=2)[N:14]([S:18]([C:21]2[CH:28]=[CH:27][C:24]([C:25]#[N:26])=[CH:23][CH:22]=2)(=[O:20])=[O:19])[CH2:13][CH2:12]3)[O:3]1.I([O-])(=O)(=O)=O.[Na+].Cl.